Dataset: Full USPTO retrosynthesis dataset with 1.9M reactions from patents (1976-2016). Task: Predict the reactants needed to synthesize the given product. (1) Given the product [CH3:1][O:2][C:3]([C:5]1[CH:10]([C:11]2[CH:12]=[CH:13][C:14]([C:17]#[N:18])=[CH:15][CH:16]=2)[N:9]2[C:19](=[O:26])[N:20]([CH2:22][C:23](=[O:25])[N:61]([CH2:60][CH2:59][CH2:58][CH2:46][CH2:44][N:41]([CH3:38])[CH3:42])[CH3:56])[N:21]=[C:8]2[N:7]([C:27]2[CH:32]=[CH:31][CH:30]=[C:29]([C:33]([F:34])([F:35])[F:36])[CH:28]=2)[C:6]=1[CH3:37])=[O:4], predict the reactants needed to synthesize it. The reactants are: [CH3:1][O:2][C:3]([C:5]1[CH:10]([C:11]2[CH:16]=[CH:15][C:14]([C:17]#[N:18])=[CH:13][CH:12]=2)[N:9]2[C:19](=[O:26])[N:20]([CH2:22][C:23]([OH:25])=O)[N:21]=[C:8]2[N:7]([C:27]2[CH:32]=[CH:31][CH:30]=[C:29]([C:33]([F:36])([F:35])[F:34])[CH:28]=2)[C:6]=1[CH3:37])=[O:4].[CH:38]([N:41]([CH:44]([CH3:46])C)[CH2:42]C)(C)C.CN(C(ON1N=NC2[CH:58]=[CH:59][CH:60]=[N:61][C:56]1=2)=[N+](C)C)C.F[P-](F)(F)(F)(F)F. (2) Given the product [CH3:12][O:11][C:3]1[CH:4]=[C:5]([N+:8]([O-:10])=[O:9])[CH:6]=[CH:7][C:2]=1[C:15]1[CH:16]=[CH:17][CH:18]=[CH:19][N:14]=1, predict the reactants needed to synthesize it. The reactants are: Br[C:2]1[CH:7]=[CH:6][C:5]([N+:8]([O-:10])=[O:9])=[CH:4][C:3]=1[O:11][CH3:12].[Br-].[N:14]1[CH:19]=[CH:18][CH:17]=[CH:16][C:15]=1[Zn+]. (3) Given the product [Cl:58][C:55]1[CH:54]=[CH:53][C:52]([C:49]([C:36]2[C:35]([OH:40])=[C:11]([C:12]([OH:14])=[O:13])[C:34]3[C:38](=[C:30]([C:29]([F:28])([F:41])[F:42])[CH:31]=[CH:32][CH:33]=3)[N:37]=2)([CH3:50])[CH3:48])=[CH:57][CH:56]=1, predict the reactants needed to synthesize it. The reactants are: OC1C(C(C2C=CC=CC=2)(C)C)=NC2C([C:11]=1[C:12]([OH:14])=[O:13])=CC=C1CCCCC=21.[F:28][C:29]([F:42])([F:41])[C:30]1[CH:31]=[CH:32][CH:33]=[C:34]2[C:38]=1[NH:37][C:36](=O)[C:35]2=[O:40].C(OC[C:48](=O)[C:49]([C:52]1[CH:57]=[CH:56][C:55]([Cl:58])=[CH:54][CH:53]=1)(C)[CH3:50])(=O)C. (4) Given the product [Si:1]([O:8][C:9]1[CH:10]=[CH:11][C:12]([C@@H:15]([N:17]([C:24]([O:25][C:26]2[CH:31]=[CH:30][CH:29]=[C:28]([O:32][CH3:33])[CH:27]=2)=[O:34])[CH2:18][C:19]([O:21][CH3:22])=[O:20])[CH3:16])=[CH:13][CH:14]=1)([C:4]([CH3:6])([CH3:7])[CH3:5])([CH3:3])[CH3:2], predict the reactants needed to synthesize it. The reactants are: [Si:1]([O:8][C:9]1[CH:14]=[CH:13][C:12]([C@@H:15]([NH:17][CH2:18][C:19]([O:21][CH3:22])=[O:20])[CH3:16])=[CH:11][CH:10]=1)([C:4]([CH3:7])([CH3:6])[CH3:5])([CH3:3])[CH3:2].O.[C:24](Cl)(=[O:34])[O:25][C:26]1[CH:31]=[CH:30][CH:29]=[C:28]([O:32][CH3:33])[CH:27]=1. (5) The reactants are: [Br:1][C:2]1[CH:7]=[CH:6][C:5]([C:8](=[O:14])[C:9](OCC)=[O:10])=[CH:4][CH:3]=1.[BH4-].[Na+]. Given the product [Br:1][C:2]1[CH:3]=[CH:4][C:5]([CH:8]([OH:14])[CH2:9][OH:10])=[CH:6][CH:7]=1, predict the reactants needed to synthesize it. (6) Given the product [CH2:1]([C:5]1[C:9]([CH2:10][CH2:11][C:12]([O:14][CH2:15][CH3:16])=[O:13])=[CH:8][N:7]([C:17]2[CH:22]=[CH:21][C:20]([C:23]([F:24])([F:25])[F:26])=[CH:19][N:18]=2)[N:6]=1)[CH2:2][CH2:3][CH3:4], predict the reactants needed to synthesize it. The reactants are: [CH2:1]([C:5]1[C:9](/[CH:10]=[CH:11]/[C:12]([O:14][CH2:15][CH3:16])=[O:13])=[CH:8][N:7]([C:17]2[CH:22]=[CH:21][C:20]([C:23]([F:26])([F:25])[F:24])=[CH:19][N:18]=2)[N:6]=1)[CH2:2][CH2:3][CH3:4]. (7) Given the product [CH:1]1([C:4]2[N:5]=[CH:6][C:7]([NH2:16])=[CH:8][C:9]=2[C:10]2[CH:15]=[CH:14][CH:13]=[CH:12][CH:11]=2)[CH2:3][CH2:2]1, predict the reactants needed to synthesize it. The reactants are: [CH:1]1([C:4]2[C:9]([C:10]3[CH:15]=[CH:14][CH:13]=[CH:12][CH:11]=3)=[CH:8][C:7]([N+:16]([O-])=O)=[CH:6][N:5]=2)[CH2:3][CH2:2]1.Cl[Sn]Cl.O.